Dataset: Reaction yield outcomes from USPTO patents with 853,638 reactions. Task: Predict the reaction yield, written as a fraction of the theoretical maximum amount of product (1.0 means a 100% yield; for example, 0.34 means a 34% yield). The reactants are [C:1]([O:5][C:6](=[O:16])[NH:7][CH2:8][C:9]1[CH:14]=[CH:13][CH:12]=[C:11]([OH:15])[CH:10]=1)([CH3:4])([CH3:3])[CH3:2].F[C:18]1[CH:23]=[CH:22][C:21]([N+:24]([O-:26])=[O:25])=[CH:20][N:19]=1.C([O-])([O-])=O.[K+].[K+].O. The catalyst is CN(C)C=O. The product is [C:1]([O:5][C:6](=[O:16])[NH:7][CH2:8][C:9]1[CH:14]=[CH:13][CH:12]=[C:11]([O:15][C:18]2[CH:23]=[CH:22][C:21]([N+:24]([O-:26])=[O:25])=[CH:20][N:19]=2)[CH:10]=1)([CH3:4])([CH3:2])[CH3:3]. The yield is 0.430.